Task: Binary Classification. Given a T-cell receptor sequence (or CDR3 region) and an epitope sequence, predict whether binding occurs between them.. Dataset: TCR-epitope binding with 47,182 pairs between 192 epitopes and 23,139 TCRs (1) The epitope is YLNTLTLAV. The TCR CDR3 sequence is CASSPGTSGGALAGETQYF. Result: 1 (the TCR binds to the epitope). (2) The epitope is LLWNGPMAV. The TCR CDR3 sequence is CASSGSSGYEQYF. Result: 1 (the TCR binds to the epitope). (3) The epitope is KPLEFGATSAAL. The TCR CDR3 sequence is CASSFPGQSYEQYF. Result: 1 (the TCR binds to the epitope). (4) The epitope is YFPLQSYGF. The TCR CDR3 sequence is CATSRFKGTGDETQYF. Result: 0 (the TCR does not bind to the epitope). (5) The epitope is VVYRGTTTY. The TCR CDR3 sequence is CASSHPTGTLGEQYF. Result: 0 (the TCR does not bind to the epitope). (6) Result: 0 (the TCR does not bind to the epitope). The TCR CDR3 sequence is CASSYGRQNTEAFF. The epitope is FVRATATIPI. (7) The epitope is LLDFVRFMGV. The TCR CDR3 sequence is CASSKGRTPRSISAQHF. Result: 0 (the TCR does not bind to the epitope). (8) Result: 1 (the TCR binds to the epitope). The epitope is YIFFASFYY. The TCR CDR3 sequence is CASSQDWTVYNEQFF. (9) The epitope is TAFTIPSI. The TCR CDR3 sequence is CASSYTAGELFF. Result: 0 (the TCR does not bind to the epitope). (10) The epitope is FPPTSFGPL. The TCR CDR3 sequence is CASSQVESRVYNEQFF. Result: 1 (the TCR binds to the epitope).